Dataset: Forward reaction prediction with 1.9M reactions from USPTO patents (1976-2016). Task: Predict the product of the given reaction. (1) Given the reactants [Li+].[Cl-].[AlH](CC(C)C)CC(C)C.Br[C:13]1[CH:18]=[CH:17][C:16]([F:19])=[C:15]([CH2:20][O:21][CH3:22])[CH:14]=1.C(O[B:27]1[O:31][C:30]([CH3:33])([CH3:32])[C:29]([CH3:35])([CH3:34])[O:28]1)(C)C, predict the reaction product. The product is: [F:19][C:16]1[CH:17]=[CH:18][C:13]([B:27]2[O:31][C:30]([CH3:33])([CH3:32])[C:29]([CH3:35])([CH3:34])[O:28]2)=[CH:14][C:15]=1[CH2:20][O:21][CH3:22]. (2) Given the reactants [N:1]12[CH2:9][CH2:8][CH:5]([CH2:6][CH2:7]1)[N:4]([C:10]1[N:15]=[CH:14][C:13]([NH2:16])=[CH:12][CH:11]=1)[CH2:3][CH2:2]2.[C:17]([C:19]1[CH:20]=[C:21]([CH:25]=[CH:26][CH:27]=1)[C:22]([Cl:24])=[O:23])#[N:18], predict the reaction product. The product is: [ClH:24].[N:1]12[CH2:7][CH2:6][CH:5]([CH2:8][CH2:9]1)[N:4]([C:10]1[N:15]=[CH:14][C:13]([NH:16][C:22](=[O:23])[C:21]3[CH:25]=[CH:26][CH:27]=[C:19]([C:17]#[N:18])[CH:20]=3)=[CH:12][CH:11]=1)[CH2:3][CH2:2]2.